This data is from Peptide-MHC class I binding affinity with 185,985 pairs from IEDB/IMGT. The task is: Regression. Given a peptide amino acid sequence and an MHC pseudo amino acid sequence, predict their binding affinity value. This is MHC class I binding data. (1) The peptide sequence is ALPHIIDEV. The MHC is HLA-A02:06 with pseudo-sequence HLA-A02:06. The binding affinity (normalized) is 0.613. (2) The peptide sequence is KSYAQMWLL. The MHC is HLA-B58:01 with pseudo-sequence HLA-B58:01. The binding affinity (normalized) is 0.808. (3) The peptide sequence is DPMVIENGI. The MHC is HLA-B35:01 with pseudo-sequence HLA-B35:01. The binding affinity (normalized) is 0.282. (4) The peptide sequence is KSDNIINIGY. The MHC is HLA-A03:01 with pseudo-sequence HLA-A03:01. The binding affinity (normalized) is 0.569. (5) The MHC is HLA-A24:03 with pseudo-sequence HLA-A24:03. The binding affinity (normalized) is 0.0847. The peptide sequence is CASSSDWFY. (6) The peptide sequence is ARYARAAAL. The MHC is HLA-A03:01 with pseudo-sequence HLA-A03:01. The binding affinity (normalized) is 0. (7) The peptide sequence is LIFHFFLFLL. The MHC is HLA-A02:03 with pseudo-sequence HLA-A02:03. The binding affinity (normalized) is 0.255. (8) The peptide sequence is FPGEKRVSK. The binding affinity (normalized) is 0.0847. The MHC is HLA-B35:01 with pseudo-sequence HLA-B35:01. (9) The peptide sequence is LNKSDSSWAV. The MHC is HLA-A02:02 with pseudo-sequence HLA-A02:02. The binding affinity (normalized) is 0.417.